From a dataset of Full USPTO retrosynthesis dataset with 1.9M reactions from patents (1976-2016). Predict the reactants needed to synthesize the given product. (1) Given the product [C:12]1([CH2:11][C:10]([C:7]2[CH:6]=[CH:5][C:4]([O:3][Si:20]([CH:27]([CH3:29])[CH3:28])([CH:24]([CH3:26])[CH3:25])[CH:21]([CH3:23])[CH3:22])=[CH:9][CH:8]=2)=[O:18])[CH:13]=[CH:14][CH:15]=[CH:16][CH:17]=1, predict the reactants needed to synthesize it. The reactants are: [H-].[Na+].[OH:3][C:4]1[CH:9]=[CH:8][C:7]([C:10](=[O:18])[CH2:11][C:12]2[CH:17]=[CH:16][CH:15]=[CH:14][CH:13]=2)=[CH:6][CH:5]=1.Cl[Si:20]([CH:27]([CH3:29])[CH3:28])([CH:24]([CH3:26])[CH3:25])[CH:21]([CH3:23])[CH3:22].[Cl-].[NH4+]. (2) Given the product [F:1][C:2]1[CH:3]=[C:4]2[C:9](=[CH:10][C:11]=1[F:12])[N:8]=[C:7]([O:13][CH3:14])[C:6]([NH:15][C:16]([N:31]1[CH2:32][CH2:33][N:28]([C:24]3[CH:25]=[CH:26][CH:27]=[C:22]([CH3:21])[CH:23]=3)[CH2:29][CH2:30]1)=[O:20])=[N:5]2, predict the reactants needed to synthesize it. The reactants are: [F:1][C:2]1[CH:3]=[C:4]2[C:9](=[CH:10][C:11]=1[F:12])[N:8]=[C:7]([O:13][CH3:14])[C:6]([NH:15][C:16](=[O:20])OCC)=[N:5]2.[CH3:21][C:22]1[CH:23]=[C:24]([N:28]2[CH2:33][CH2:32][NH:31][CH2:30][CH2:29]2)[CH:25]=[CH:26][CH:27]=1. (3) Given the product [OH:1][CH2:2][C:3]1([C:14]([O:16][CH2:17][CH3:18])=[O:15])[CH2:4][CH2:5][C:6](=[O:9])[CH2:7][CH2:8]1, predict the reactants needed to synthesize it. The reactants are: [OH:1][CH2:2][C:3]1([C:14]([O:16][CH2:17][CH3:18])=[O:15])[CH2:8][CH2:7][C:6]([O:9][Si](C)(C)C)=[CH:5][CH2:4]1.Cl. (4) Given the product [Cl:12][CH2:13][CH2:14][CH2:15][N:4]1[C:5]2[CH:10]=[CH:9][CH:8]=[CH:7][C:6]=2[O:1][CH2:2][C:3]1=[O:11], predict the reactants needed to synthesize it. The reactants are: [O:1]1[C:6]2[CH:7]=[CH:8][CH:9]=[CH:10][C:5]=2[NH:4][C:3](=[O:11])[CH2:2]1.[Cl:12][CH2:13][CH2:14][CH2:15]I.C([O-])([O-])=O.[Cs+].[Cs+]. (5) Given the product [C:19]1([CH3:22])[CH:18]=[CH:17][C:16]([S:13]([N:10]2[CH2:11][CH2:12][CH2:6][C:7](=[O:27])[C:8]3[CH:26]=[CH:25][CH:24]=[CH:23][C:9]2=3)(=[O:15])=[O:14])=[CH:21][CH:20]=1, predict the reactants needed to synthesize it. The reactants are: C(OC([C:6]1[CH2:12][CH2:11][N:10]([S:13]([C:16]2[CH:21]=[CH:20][C:19]([CH3:22])=[CH:18][CH:17]=2)(=[O:15])=[O:14])[C:9]2[CH:23]=[CH:24][CH:25]=[CH:26][C:8]=2[C:7]=1[OH:27])=O)C.C(O)(=O)C.Cl. (6) Given the product [O:25]([C:14]1[N:15]=[C:16]([O:18][C:19]2[CH:24]=[CH:23][CH:22]=[CH:21][CH:20]=2)[N:17]=[C:12]([NH:11][C:8]2[CH:7]=[CH:6][C:5]([CH2:4][OH:3])=[CH:10][CH:9]=2)[N:13]=1)[C:26]1[CH:31]=[CH:30][CH:29]=[CH:28][CH:27]=1, predict the reactants needed to synthesize it. The reactants are: C([O:3][C:4](=O)[C:5]1[CH:10]=[CH:9][C:8]([NH:11][C:12]2[N:17]=[C:16]([O:18][C:19]3[CH:24]=[CH:23][CH:22]=[CH:21][CH:20]=3)[N:15]=[C:14]([O:25][C:26]3[CH:31]=[CH:30][CH:29]=[CH:28][CH:27]=3)[N:13]=2)=[CH:7][CH:6]=1)C.CC(C[AlH]CC(C)C)C.